Dataset: Reaction yield outcomes from USPTO patents with 853,638 reactions. Task: Predict the reaction yield, written as a fraction of the theoretical maximum amount of product (1.0 means a 100% yield; for example, 0.34 means a 34% yield). (1) The reactants are CS([C:5]1[N:6]=[N:7][CH:8]=[C:9]([C:11]2[CH:16]=[CH:15][CH:14]=[C:13]([O:17][CH3:18])[CH:12]=2)[N:10]=1)(=O)=O.[NH3:19].C1COCC1. No catalyst specified. The product is [CH3:18][O:17][C:13]1[CH:12]=[C:11]([C:9]2[N:10]=[C:5]([NH2:19])[N:6]=[N:7][CH:8]=2)[CH:16]=[CH:15][CH:14]=1. The yield is 0.450. (2) The reactants are [CH2:1]([O:8][C:9]1[CH:10]=[C:11](Br)[C:12]2[S:16][C:15]([NH:17][C:18]([NH:20][CH2:21][CH3:22])=[O:19])=[N:14][C:13]=2[CH:23]=1)[C:2]1[CH:7]=[CH:6][CH:5]=[CH:4][CH:3]=1.[CH3:25][N:26](C=O)C. The catalyst is O.[C-]#N.[Zn+2].[C-]#N.C1(P(C2C=CC=CC=2)[C-]2C=CC=C2)C=CC=CC=1.[C-]1(P(C2C=CC=CC=2)C2C=CC=CC=2)C=CC=C1.[Fe+2].C([O-])(=O)C.[Zn+2].C([O-])(=O)C.[Zn].C1C=CC(/C=C/C(/C=C/C2C=CC=CC=2)=O)=CC=1.C1C=CC(/C=C/C(/C=C/C2C=CC=CC=2)=O)=CC=1.C1C=CC(/C=C/C(/C=C/C2C=CC=CC=2)=O)=CC=1.[Pd].[Pd]. The product is [CH2:1]([O:8][C:9]1[CH:10]=[C:11]([C:25]#[N:26])[C:12]2[S:16][C:15]([NH:17][C:18]([NH:20][CH2:21][CH3:22])=[O:19])=[N:14][C:13]=2[CH:23]=1)[C:2]1[CH:7]=[CH:6][CH:5]=[CH:4][CH:3]=1. The yield is 1.00. (3) The reactants are [N+:1]([C:4]1[CH:13]=[CH:12][C:7]([CH2:8][NH:9][CH2:10][CH3:11])=[CH:6][CH:5]=1)([O-:3])=[O:2].C(N(CC)CC)C.[C:21](O[C:21]([O:23][C:24]([CH3:27])([CH3:26])[CH3:25])=[O:22])([O:23][C:24]([CH3:27])([CH3:26])[CH3:25])=[O:22]. The catalyst is C(Cl)Cl. The product is [N+:1]([C:4]1[CH:5]=[CH:6][C:7]([CH2:8][N:9]([CH2:10][CH3:11])[C:21](=[O:22])[O:23][C:24]([CH3:27])([CH3:26])[CH3:25])=[CH:12][CH:13]=1)([O-:3])=[O:2]. The yield is 0.890. (4) The reactants are Cl[C:2]1[NH:10][C:9]2[C:4](=[N:5][CH:6]=[CH:7][CH:8]=2)[C:3]=1[C:11]#[N:12].[NH:13]1[CH2:17][CH2:16][CH2:15][CH2:14]1.FC(F)(F)C(O)=O. No catalyst specified. The product is [N:13]1([C:2]2[NH:10][C:9]3[C:4](=[N:5][CH:6]=[CH:7][CH:8]=3)[C:3]=2[C:11]#[N:12])[CH2:17][CH2:16][CH2:15][CH2:14]1. The yield is 0.210. (5) The yield is 0.568. The catalyst is C1C=CC([P]([Pd]([P](C2C=CC=CC=2)(C2C=CC=CC=2)C2C=CC=CC=2)([P](C2C=CC=CC=2)(C2C=CC=CC=2)C2C=CC=CC=2)[P](C2C=CC=CC=2)(C2C=CC=CC=2)C2C=CC=CC=2)(C2C=CC=CC=2)C2C=CC=CC=2)=CC=1.O.C(COC)OC. The reactants are [CH:1]1[C:18]2[C:17]3[C:16]4[CH:15]=[CH:14][CH:13]=[CH:12][C:11]=4[CH:10]=[CH:9][C:8]=3[CH:7]=[C:6](B(O)O)[C:5]=2[CH:4]=[CH:3][CH:2]=1.[Br:22][C:23]1[CH:24]=[C:25](I)[CH:26]=[CH:27][CH:28]=1.C1(C)C=CC=CC=1.C(=O)([O-])[O-].[Na+].[Na+]. The product is [Br:22][C:23]1[CH:24]=[C:25]([C:10]2[C:11]3[CH:12]=[CH:13][CH:14]=[CH:15][C:16]=3[C:17]3[C:18]4[CH:1]=[CH:2][CH:3]=[CH:4][C:5]=4[CH:6]=[CH:7][C:8]=3[CH:9]=2)[CH:26]=[CH:27][CH:28]=1. (6) The reactants are [Br:1][C:2]1[N:3]=[CH:4][N:5]([NH:7][C:8](=[O:14])[O:9][C:10]([CH3:13])([CH3:12])[CH3:11])[CH:6]=1.[H-].[Na+].I[CH2:18][CH3:19]. The catalyst is CN(C=O)C. The product is [Br:1][C:2]1[N:3]=[CH:4][N:5]([N:7]([CH2:18][CH3:19])[C:8](=[O:14])[O:9][C:10]([CH3:11])([CH3:13])[CH3:12])[CH:6]=1. The yield is 0.800. (7) The reactants are CC1[CH:7]=[CH:6][CH:5]=[C:4](C)[C:3]=1[CH:9]=[CH:10][C:11]1[C:12]2[N:13]([C:17]([CH3:21])=[C:18]([CH3:20])[N:19]=2)[CH:14]=[CH:15][CH:16]=1.[CH2:22]([OH:24])[CH3:23].[H][H].[CH3:27]O. The product is [CH3:27][C:9]1[CH:3]=[C:4]([O:24][CH2:22][CH3:23])[CH:5]=[C:6]([CH3:7])[C:10]=1[C:11]1[C:12]2[N:13]([C:17]([CH3:21])=[C:18]([CH3:20])[N:19]=2)[CH:14]=[CH:15][CH:16]=1. The catalyst is [Pd]. The yield is 1.00. (8) The reactants are [CH3:1][O:2][C:3]1[C:12]2[CH2:13][N:14]([CH2:17][C:18]3[CH:23]=[CH:22][C:21]([C:24]([F:27])([F:26])[F:25])=[CH:20][CH:19]=3)[C:15](=[O:16])[C:11]=2[C:10]([O:28]CC2C=CC(OC)=CC=2)=[C:9]2[C:4]=1[CH:5]=[CH:6][CH:7]=[N:8]2.C([SiH](CC)CC)C.FC(F)(F)C(O)=O. The catalyst is ClCCl. The product is [OH:28][C:10]1[C:11]2[C:15](=[O:16])[N:14]([CH2:17][C:18]3[CH:23]=[CH:22][C:21]([C:24]([F:27])([F:26])[F:25])=[CH:20][CH:19]=3)[CH2:13][C:12]=2[C:3]([O:2][CH3:1])=[C:4]2[C:9]=1[N:8]=[CH:7][CH:6]=[CH:5]2. The yield is 0.540. (9) The reactants are [C:1]([O:5][C:6]([N:8]1[CH2:13][CH2:12][CH:11]([C:14]([OH:16])=O)[CH2:10][CH2:9]1)=[O:7])([CH3:4])([CH3:3])[CH3:2].CN(C(ON1N=NC2C=CC=NC1=2)=[N+](C)C)C.F[P-](F)(F)(F)(F)F.[CH3:41][C@@H:42]1[NH:48][CH2:47][C:46]2[CH:49]=[CH:50][C:51]([C:53]([O:55][CH3:56])=[O:54])=[CH:52][C:45]=2[O:44][CH2:43]1.CCN(C(C)C)C(C)C. The catalyst is CN(C=O)C.O. The product is [C:1]([O:5][C:6]([N:8]1[CH2:9][CH2:10][CH:11]([C:14]([N:48]2[CH2:47][C:46]3[CH:49]=[CH:50][C:51]([C:53]([O:55][CH3:56])=[O:54])=[CH:52][C:45]=3[O:44][CH2:43][C@@H:42]2[CH3:41])=[O:16])[CH2:12][CH2:13]1)=[O:7])([CH3:2])([CH3:3])[CH3:4]. The yield is 0.820.